Dataset: Full USPTO retrosynthesis dataset with 1.9M reactions from patents (1976-2016). Task: Predict the reactants needed to synthesize the given product. (1) Given the product [CH2:1]([S:3]([C:6]1[CH:7]=[C:8]([C:12]2[CH:20]=[C:19]([C:21]([NH:23][CH:24]3[CH2:25][CH2:26][N:27]([CH3:30])[CH2:28][CH2:29]3)=[O:22])[C:18]([CH3:31])=[C:17]3[C:13]=2[C:14]2[CH:35]=[C:34]([CH3:36])[CH:33]=[N:32][C:15]=2[NH:16]3)[CH:9]=[CH:10][CH:11]=1)(=[O:4])=[O:5])[CH3:2].[C:37]1([S:43]([OH:46])(=[O:45])=[O:44])[CH:42]=[CH:41][CH:40]=[CH:39][CH:38]=1.[CH2:1]([S:3]([C:6]1[CH:7]=[C:8]([C:12]2[CH:20]=[C:19]([C:21]([NH:23][CH:24]3[CH2:25][CH2:26][N:27]([CH3:30])[CH2:28][CH2:29]3)=[O:22])[C:18]([CH3:31])=[C:17]3[C:13]=2[C:14]2[CH:35]=[C:34]([CH3:36])[CH:33]=[N:32][C:15]=2[NH:16]3)[CH:9]=[CH:10][CH:11]=1)(=[O:4])=[O:5])[CH3:2], predict the reactants needed to synthesize it. The reactants are: [CH2:1]([S:3]([C:6]1[CH:7]=[C:8]([C:12]2[CH:20]=[C:19]([C:21]([NH:23][CH:24]3[CH2:29][CH2:28][N:27]([CH3:30])[CH2:26][CH2:25]3)=[O:22])[C:18]([CH3:31])=[C:17]3[C:13]=2[C:14]2[CH:35]=[C:34]([CH3:36])[CH:33]=[N:32][C:15]=2[NH:16]3)[CH:9]=[CH:10][CH:11]=1)(=[O:5])=[O:4])[CH3:2].[C:37]1([S:43]([OH:46])(=[O:45])=[O:44])[CH:42]=[CH:41][CH:40]=[CH:39][CH:38]=1. (2) Given the product [CH:39]1([C:36]2[N:35]=[CH:34][C:33]([C:29]3[CH:28]=[C:27]([C:25]4[CH2:24][C:23](=[O:42])[NH:22][C:9]5[CH:10]=[C:11]([C:18]([F:19])([F:20])[F:21])[C:12]([O:14][CH2:15][CH2:16][CH3:17])=[CH:13][C:8]=5[N:7]=4)[CH:32]=[CH:31][CH:30]=3)=[CH:38][CH:37]=2)[CH2:40][CH2:41]1, predict the reactants needed to synthesize it. The reactants are: C(OC(=O)[NH:7][C:8]1[CH:13]=[C:12]([O:14][CH2:15][CH2:16][CH3:17])[C:11]([C:18]([F:21])([F:20])[F:19])=[CH:10][C:9]=1[NH:22][C:23](=[O:42])[CH2:24][C:25]([C:27]1[CH:32]=[CH:31][CH:30]=[C:29]([C:33]2[CH:34]=[N:35][C:36]([CH:39]3[CH2:41][CH2:40]3)=[CH:37][CH:38]=2)[CH:28]=1)=O)(C)(C)C.C(O)(C(F)(F)F)=O. (3) Given the product [F:20][C:17]1[CH:18]=[CH:19][C:14]([C:9]2[C:10]([C:11](=[O:13])[CH3:12])=[C:6]3[CH:5]=[CH:4][CH:3]=[C:2]([N:21]4[CH2:25][CH2:24][CH2:23][CH2:22]4)[N:7]3[N:8]=2)=[CH:15][CH:16]=1, predict the reactants needed to synthesize it. The reactants are: Cl[C:2]1[N:7]2[N:8]=[C:9]([C:14]3[CH:19]=[CH:18][C:17]([F:20])=[CH:16][CH:15]=3)[C:10]([C:11](=[O:13])[CH3:12])=[C:6]2[CH:5]=[CH:4][CH:3]=1.[NH:21]1[CH2:25][CH2:24][CH2:23][CH2:22]1.